Dataset: Full USPTO retrosynthesis dataset with 1.9M reactions from patents (1976-2016). Task: Predict the reactants needed to synthesize the given product. (1) Given the product [NH2:20][C:7]1[CH:6]=[C:5]([C:1]([CH3:4])([CH3:3])[CH3:2])[NH:9][C:8]=1[C:10]([N:12]1[CH2:18][CH2:17][C:16](=[O:19])[NH:15][CH2:14][CH2:13]1)=[O:11], predict the reactants needed to synthesize it. The reactants are: [C:1]([C:5]1[NH:9][C:8]([C:10]([N:12]2[CH2:18][CH2:17][C:16](=[O:19])[NH:15][CH2:14][CH2:13]2)=[O:11])=[C:7]([NH:20]C(=O)OCC2C=CC=CC=2)[CH:6]=1)([CH3:4])([CH3:3])[CH3:2]. (2) Given the product [Cl:41][C:40]1[C:35]([OH:34])=[C:36]([S:43]([N:11]([CH2:10][C:9]2[CH:22]=[CH:23][CH:24]=[C:7]([O:6][C:5]3[CH:4]=[CH:3][C:2]([F:1])=[CH:26][CH:25]=3)[CH:8]=2)[CH2:12][CH2:13][CH2:14][CH2:15][C:16]2[CH:17]=[CH:18][CH:19]=[CH:20][CH:21]=2)(=[O:45])=[O:44])[CH:37]=[C:38]([Cl:42])[CH:39]=1, predict the reactants needed to synthesize it. The reactants are: [F:1][C:2]1[CH:26]=[CH:25][C:5]([O:6][C:7]2[CH:8]=[C:9]([CH:22]=[CH:23][CH:24]=2)[CH2:10][NH:11][CH2:12][CH2:13][CH2:14][CH2:15][C:16]2[CH:21]=[CH:20][CH:19]=[CH:18][CH:17]=2)=[CH:4][CH:3]=1.C(N(CC)CC)C.[OH:34][C:35]1[C:40]([Cl:41])=[CH:39][C:38]([Cl:42])=[CH:37][C:36]=1[S:43](Cl)(=[O:45])=[O:44]. (3) The reactants are: C1COCC1.[C:6]1([CH3:14])[CH:11]=[CH:10][C:9]([Mg]Br)=[CH:8][CH:7]=1.C1(P(C2CCCCC2)C2CCCCC2)CCCCC1.CO[C:36]1[CH:37]=[C:38]2[C:43](=[CH:44][CH:45]=1)[CH2:42][CH2:41][CH2:40][CH2:39]2. Given the product [CH3:14][C:6]1[CH:11]=[CH:10][C:9]([C:36]2[CH:37]=[C:38]3[C:43](=[CH:44][CH:45]=2)[CH2:42][CH2:41][CH2:40][CH2:39]3)=[CH:8][CH:7]=1, predict the reactants needed to synthesize it. (4) Given the product [N+:11]([C:2]1[C:3]2[C:7](=[N:6][O:5][N:4]=2)[C:8]([NH:19][CH2:20][CH2:21][CH2:22][CH2:23][CH2:24][CH2:25][CH2:26][CH2:27][CH2:28][CH2:29][CH2:30][C:31]([OH:33])=[O:32])=[CH:9][CH:1]=1)([O-:13])=[O:12], predict the reactants needed to synthesize it. The reactants are: [CH:1]1[CH:9]=[C:8](Cl)[C:7]2[C:3](=[N:4][O:5][N:6]=2)[C:2]=1[N+:11]([O-:13])=[O:12].C([O-])(O)=O.[Na+].[NH2:19][CH2:20][CH2:21][CH2:22][CH2:23][CH2:24][CH2:25][CH2:26][CH2:27][CH2:28][CH2:29][CH2:30][C:31]([OH:33])=[O:32]. (5) Given the product [C:1]12([C:11]3[CH:21]=[CH:20][C:14]([O:15][CH2:16][C:17]([N:27]4[CH2:28][CH2:29][N:24]([CH3:23])[CH2:25][CH2:26]4)=[O:18])=[C:13]([Cl:22])[CH:12]=3)[CH2:8][CH:7]3[CH2:6][CH:5]([CH2:4][CH:3]([CH2:9]3)[CH2:2]1)[CH2:10]2, predict the reactants needed to synthesize it. The reactants are: [C:1]12([C:11]3[CH:21]=[CH:20][C:14]([O:15][CH2:16][C:17](O)=[O:18])=[C:13]([Cl:22])[CH:12]=3)[CH2:10][CH:5]3[CH2:6][CH:7]([CH2:9][CH:3]([CH2:4]3)[CH2:2]1)[CH2:8]2.[CH3:23][N:24]1[CH2:29][CH2:28][NH:27][CH2:26][CH2:25]1. (6) Given the product [ClH:1].[CH2:17]([C:13]1[CH:12]=[C:11]([C:9]2[N:10]=[C:6]([C:2]([CH3:5])([CH3:4])[CH3:3])[N:7]([CH2:25][CH:26]3[CH2:31][CH2:30][O:29][CH2:28][CH2:27]3)[CH:8]=2)[CH:16]=[CH:15][CH:14]=1)[C:19]1[CH:20]=[CH:21][CH:22]=[CH:23][CH:24]=1, predict the reactants needed to synthesize it. The reactants are: [ClH:1].[C:2]([C:6]1[N:7]([CH2:25][CH:26]2[CH2:31][CH2:30][O:29][CH2:28][CH2:27]2)[CH:8]=[C:9]([C:11]2[CH:12]=[C:13]([C:17]([C:19]3[CH:24]=[CH:23][CH:22]=[CH:21][CH:20]=3)=O)[CH:14]=[CH:15][CH:16]=2)[N:10]=1)([CH3:5])([CH3:4])[CH3:3].C([SiH](CC)CC)C.C(=O)([O-])O.[Na+]. (7) Given the product [O:23]=[S:2]1(=[O:1])[CH2:6][CH2:5][CH2:4][N:3]1[C:7]1[CH:16]=[C:15]([N:17]2[CH2:21][CH2:20][CH2:19][C:18]2=[O:22])[CH:14]=[CH:13][C:8]=1[C:9]([OH:11])=[O:10], predict the reactants needed to synthesize it. The reactants are: [O:1]=[S:2]1(=[O:23])[CH2:6][CH2:5][CH2:4][N:3]1[C:7]1[CH:16]=[C:15]([N:17]2[CH2:21][CH2:20][CH2:19][C:18]2=[O:22])[CH:14]=[CH:13][C:8]=1[C:9]([O:11]C)=[O:10].